From a dataset of Full USPTO retrosynthesis dataset with 1.9M reactions from patents (1976-2016). Predict the reactants needed to synthesize the given product. (1) Given the product [S:23]1[CH:27]=[CH:26][CH:25]=[C:24]1[C:2]1[CH:3]=[C:4]([C:12]2[N:13]=[C:14]([CH2:17][CH2:18][C:19]([O:21][CH3:22])=[O:20])[O:15][CH:16]=2)[CH:5]=[C:6]([C:8]([F:11])([F:10])[F:9])[CH:7]=1, predict the reactants needed to synthesize it. The reactants are: Br[C:2]1[CH:3]=[C:4]([C:12]2[N:13]=[C:14]([CH2:17][CH2:18][C:19]([O:21][CH3:22])=[O:20])[O:15][CH:16]=2)[CH:5]=[C:6]([C:8]([F:11])([F:10])[F:9])[CH:7]=1.[S:23]1[CH:27]=[CH:26][CH:25]=[C:24]1B(O)O.C(=O)([O-])[O-].[Na+].[Na+]. (2) Given the product [Cl:1][C:2]1[CH:10]=[CH:9][CH:8]=[C:7]([N+:11]([O-:13])=[O:12])[C:3]=1[C:4]([O:6][CH3:14])=[O:5], predict the reactants needed to synthesize it. The reactants are: [Cl:1][C:2]1[CH:10]=[CH:9][CH:8]=[C:7]([N+:11]([O-:13])=[O:12])[C:3]=1[C:4]([OH:6])=[O:5].[C:14](Cl)(=O)C(Cl)=O. (3) Given the product [CH2:13]([C:4]1[S:3][C:2]([N:18]2[CH2:17][CH2:16][N:15]([C:21]([O:23][C:24]([CH3:27])([CH3:26])[CH3:25])=[O:22])[CH2:20][CH2:19]2)=[N:6][C:5]=1[C:7]1[CH:12]=[CH:11][CH:10]=[CH:9][CH:8]=1)[CH3:14], predict the reactants needed to synthesize it. The reactants are: Br[C:2]1[S:3][C:4]([CH2:13][CH3:14])=[C:5]([C:7]2[CH:12]=[CH:11][CH:10]=[CH:9][CH:8]=2)[N:6]=1.[N:15]1([C:21]([O:23][C:24]([CH3:27])([CH3:26])[CH3:25])=[O:22])[CH2:20][CH2:19][NH:18][CH2:17][CH2:16]1.C(=O)([O-])[O-].[K+].[K+].O. (4) Given the product [F:22]/[C:16](=[CH:17]\[C:18]([F:21])([F:20])[F:19])/[CH2:15][N:5]1[C:1](=[O:11])[C:2]2[C:3](=[CH:7][CH:8]=[CH:9][CH:10]=2)[C:4]1=[O:6], predict the reactants needed to synthesize it. The reactants are: [C:1]1(=[O:11])[NH:5][C:4](=[O:6])[C:3]2=[CH:7][CH:8]=[CH:9][CH:10]=[C:2]12.[H-].[Na+].Br[CH2:15][C:16]([F:22])=[CH:17][C:18]([F:21])([F:20])[F:19]. (5) Given the product [Cl:1][C:2]1[C:7]([Cl:8])=[CH:6][CH:5]=[CH:4][C:3]=1[NH:9][CH2:10][C:11]1[N:15]([CH:16]=[O:17])[CH2:14][CH2:13][N:12]=1, predict the reactants needed to synthesize it. The reactants are: [Cl:1][C:2]1[C:7]([Cl:8])=[CH:6][CH:5]=[CH:4][C:3]=1[NH:9][CH2:10][C:11]1[NH:12][CH2:13][CH2:14][N:15]=1.[CH:16](OCCCC)=[O:17]. (6) Given the product [Cl:24][C:22]1[CH:21]=[CH:20][C:12]2[N:13]=[C:14]([NH2:16])[N:15]=[C:10]([O:1][CH:2]3[CH2:6][CH2:5][O:4][CH2:3]3)[C:11]=2[N:23]=1, predict the reactants needed to synthesize it. The reactants are: [OH:1][C@@H:2]1[CH2:6][CH2:5][O:4][CH2:3]1.[H-].[Na+].Cl[C:10]1[C:11]2[N:23]=[C:22]([Cl:24])[CH:21]=[CH:20][C:12]=2[N:13]=[C:14]([NH:16]C(=O)C)[N:15]=1.